This data is from Full USPTO retrosynthesis dataset with 1.9M reactions from patents (1976-2016). The task is: Predict the reactants needed to synthesize the given product. (1) Given the product [CH3:27][C:28]1([CH3:41])[CH:37]=[CH:36][C:35]2[C:30](=[CH:31][CH:32]=[C:33]([N:3]3[C:4](=[O:26])[C:5]([CH2:11][C:12]4[CH:17]=[CH:16][C:15]([C:18]5[C:19]([C:24]#[N:25])=[CH:20][CH:21]=[CH:22][CH:23]=5)=[CH:14][CH:13]=4)=[C:6]([CH2:8][CH2:9][CH3:10])[N:7]=[C:2]3[CH3:1])[CH:34]=2)[O:29]1, predict the reactants needed to synthesize it. The reactants are: [CH3:1][C:2]1[NH:3][C:4](=[O:26])[C:5]([CH2:11][C:12]2[CH:17]=[CH:16][C:15]([C:18]3[C:19]([C:24]#[N:25])=[CH:20][CH:21]=[CH:22][CH:23]=3)=[CH:14][CH:13]=2)=[C:6]([CH2:8][CH2:9][CH3:10])[N:7]=1.[CH3:27][C:28]1([CH3:41])[CH:37]=[CH:36][C:35]2[C:30](=[CH:31][CH:32]=[C:33](B(O)O)[CH:34]=2)[O:29]1.N1C=CC=CC=1.C(N(CC)CC)C. (2) Given the product [CH2:12]([CH:11]([CH2:16][CH:15]=[CH2:14])[CH:4]([OH:3])[CH2:5][C:6]([O:8][CH2:9][CH3:10])=[O:7])[CH3:13], predict the reactants needed to synthesize it. The reactants are: [H-].[Na+].[O:3]=[C:4]([CH2:11][CH2:12][CH3:13])[CH2:5][C:6]([O:8][CH2:9][CH3:10])=[O:7].[CH2:14]([Li])[CH2:15][CH2:16]C.C(Br)C=C.Cl.[Cl-].[NH4+].[BH4-].[Na+]. (3) Given the product [Cl:21][C:22]1[CH:23]=[CH:24][C:25]([O:33][CH2:2][C:3]([N:5]2[CH2:10][C@H:9]([CH3:11])[N:8]([CH2:12][C:13]3[CH:18]=[CH:17][C:16]([F:19])=[CH:15][CH:14]=3)[CH2:7][C@H:6]2[CH3:20])=[O:4])=[C:26]([CH2:28][S:29]([NH2:32])(=[O:31])=[O:30])[CH:27]=1, predict the reactants needed to synthesize it. The reactants are: Cl[CH2:2][C:3]([N:5]1[CH2:10][C@H:9]([CH3:11])[N:8]([CH2:12][C:13]2[CH:18]=[CH:17][C:16]([F:19])=[CH:15][CH:14]=2)[CH2:7][C@H:6]1[CH3:20])=[O:4].[Cl:21][C:22]1[CH:23]=[CH:24][C:25]([OH:33])=[C:26]([CH2:28][S:29]([NH2:32])(=[O:31])=[O:30])[CH:27]=1.C(=O)([O-])[O-].[K+].[K+].[I-].[K+]. (4) The reactants are: [F:1][C:2]1[C:7]([CH:8]=[O:9])=[C:6]([F:10])[CH:5]=[CH:4][C:3]=1[O:11]C(=O)OC(C)(C)C.[N:19]1[CH:24]=[CH:23][CH:22]=[C:21]([C:25]2[CH:26]=[C:27]3[CH:33]=[CH:32][NH:31][C:28]3=[N:29][CH:30]=2)[CH:20]=1.[OH-].[K+].O. Given the product [F:1][C:2]1[C:7]([CH:8]([OH:9])[C:33]2[C:27]3[C:28](=[N:29][CH:30]=[C:25]([C:21]4[CH:20]=[N:19][CH:24]=[CH:23][CH:22]=4)[CH:26]=3)[NH:31][CH:32]=2)=[C:6]([F:10])[CH:5]=[CH:4][C:3]=1[OH:11], predict the reactants needed to synthesize it. (5) Given the product [N+:31]([C:28]1[CH:29]=[CH:30][C:25]([CH2:24][O:23][C:21]([N:18]2[CH2:19][CH2:20][C@H:16]([NH:15][C:14]([C:12]3[N:13]=[C:9]([N:7]4[CH2:6][CH:5]([S:4][C:1]5[C@H:89]([CH3:95])[C@@H:87]6[C@@H:88]([C@H:35]([OH:38])[CH3:36])[C:90](=[O:93])[N:84]6[C:2]=5[C:61]([O:63][CH2:64][C:65]5[CH:66]=[CH:67][C:68]([N+:71]([O-:73])=[O:72])=[CH:69][CH:70]=5)=[O:62])[CH2:8]4)[O:10][CH:11]=3)=[O:34])[CH2:17]2)=[O:22])=[CH:26][CH:27]=1)([O-:33])=[O:32], predict the reactants needed to synthesize it. The reactants are: [C:1]([S:4][CH:5]1[CH2:8][N:7]([C:9]2[O:10][CH:11]=[C:12]([C:14](=[O:34])[NH:15][C@H:16]3[CH2:20][CH2:19][N:18]([C:21]([O:23][CH2:24][C:25]4[CH:30]=[CH:29][C:28]([N+:31]([O-:33])=[O:32])=[CH:27][CH:26]=4)=[O:22])[CH2:17]3)[N:13]=2)[CH2:6]1)(=O)[CH3:2].[C:35]([OH:38])(=O)[CH3:36].NN.C1(P(OC2[C@H](C)[C@H]3[C@@H]([C@H](O)C)C(=O)N3C=2[C:61]([O:63][CH2:64][C:65]2[CH:70]=[CH:69][C:68]([N+:71]([O-:73])=[O:72])=[CH:67][CH:66]=2)=[O:62])(C2C=CC=CC=2)=O)C=CC=CC=1.C([N:84]([CH:87]([CH3:89])[CH3:88])CC)(C)C.[C:90](=[O:93])([O-])O.[Na+].[CH3:95]N(C)C=O. (6) Given the product [Br:9][C:6]1[CH:7]=[CH:8][C:3]([C:14]2([OH:17])[CH2:15][CH2:16][C:11](=[CH2:10])[CH2:12][CH2:13]2)=[CH:4][CH:5]=1, predict the reactants needed to synthesize it. The reactants are: [Mg].Br[C:3]1[CH:8]=[CH:7][C:6]([Br:9])=[CH:5][CH:4]=1.[CH2:10]=[C:11]1[CH2:16][CH2:15][C:14](=[O:17])[CH2:13][CH2:12]1. (7) Given the product [CH3:1][O:2][C:3]1[CH:4]=[C:5]2[C:10](=[CH:11][C:12]=1[CH2:13][NH:14][C@H:15]1[CH2:20][CH2:19][CH2:18][N:17]([CH2:29][C:30]3[NH:31][CH:32]=[N:33][C:34]=3[CH3:35])[C@H:16]1[C:21]1[CH:26]=[CH:25][CH:24]=[CH:23][CH:22]=1)[N:9]([CH3:27])[C:8](=[O:28])[CH2:7][CH2:6]2, predict the reactants needed to synthesize it. The reactants are: [CH3:1][O:2][C:3]1[CH:4]=[C:5]2[C:10](=[CH:11][C:12]=1[CH2:13][NH:14][C@H:15]1[CH2:20][CH2:19][CH2:18][NH:17][C@H:16]1[C:21]1[CH:26]=[CH:25][CH:24]=[CH:23][CH:22]=1)[N:9]([CH3:27])[C:8](=[O:28])[CH2:7][CH2:6]2.[CH3:29][C:30]1[N:31]=[CH:32][NH:33][C:34]=1[CH:35]=O.C([BH3-])#N.[Na+].